This data is from Peptide-MHC class II binding affinity with 134,281 pairs from IEDB. The task is: Regression. Given a peptide amino acid sequence and an MHC pseudo amino acid sequence, predict their binding affinity value. This is MHC class II binding data. (1) The peptide sequence is WMLIAAKMKCFGNTA. The MHC is DRB1_0101 with pseudo-sequence DRB1_0101. The binding affinity (normalized) is 0.829. (2) The peptide sequence is DDIKATYDKGILTVS. The MHC is HLA-DQA10501-DQB10301 with pseudo-sequence HLA-DQA10501-DQB10301. The binding affinity (normalized) is 0.243. (3) The peptide sequence is EGHHLASAAILGHDG. The MHC is HLA-DPA10201-DPB10501 with pseudo-sequence HLA-DPA10201-DPB10501. The binding affinity (normalized) is 0.0861. (4) The peptide sequence is SRKECPFSNRVWNSF. The MHC is HLA-DQA10501-DQB10303 with pseudo-sequence HLA-DQA10501-DQB10303. The binding affinity (normalized) is 0.508. (5) The peptide sequence is RLFKAFILDGDNLFP. The MHC is DRB1_0701 with pseudo-sequence DRB1_0701. The binding affinity (normalized) is 0.512. (6) The binding affinity (normalized) is 0.763. The MHC is DRB1_1501 with pseudo-sequence DRB1_1501. The peptide sequence is FLRSVFANSLVYGAS. (7) The peptide sequence is YEDAKSPLTASKLTY. The MHC is DRB5_0101 with pseudo-sequence DRB5_0101. The binding affinity (normalized) is 0.377. (8) The peptide sequence is VAVIWYDGSNKYYAD. The MHC is HLA-DQA10101-DQB10501 with pseudo-sequence HLA-DQA10101-DQB10501. The binding affinity (normalized) is 0.401.